From a dataset of Forward reaction prediction with 1.9M reactions from USPTO patents (1976-2016). Predict the product of the given reaction. (1) Given the reactants [Cl:1][C:2]1[CH:7]=[CH:6][C:5]([C:8]2[CH2:13][S:12][C:11](=[O:14])[N:10]([CH2:15][C:16]3[CH:17]=[C:18]4[C:22](=[CH:23][CH:24]=3)[NH:21][C:20](=[O:25])[CH:19]4SC)[N:9]=2)=[CH:4][CH:3]=1, predict the reaction product. The product is: [Cl:1][C:2]1[CH:7]=[CH:6][C:5]([C:8]2[CH2:13][S:12][C:11](=[O:14])[N:10]([CH2:15][C:16]3[CH:17]=[C:18]4[C:22](=[CH:23][CH:24]=3)[NH:21][C:20](=[O:25])[CH2:19]4)[N:9]=2)=[CH:4][CH:3]=1. (2) The product is: [CH:1]1([C:4]2[N:8]([C:9]3[N:17]=[C:16]4[C:12]([N:13]=[C:14]([C:19]([OH:31])=[O:20])[N:15]4[CH3:18])=[C:11]([N:21]4[CH2:26][CH2:25][O:24][CH2:23][CH2:22]4)[N:10]=3)[C:7]3[CH:27]=[CH:28][CH:29]=[CH:30][C:6]=3[N:5]=2)[CH2:3][CH2:2]1. Given the reactants [CH:1]1([C:4]2[N:8]([C:9]3[N:17]=[C:16]4[C:12]([N:13]=[C:14]([CH:19]=[O:20])[N:15]4[CH3:18])=[C:11]([N:21]4[CH2:26][CH2:25][O:24][CH2:23][CH2:22]4)[N:10]=3)[C:7]3[CH:27]=[CH:28][CH:29]=[CH:30][C:6]=3[N:5]=2)[CH2:3][CH2:2]1.[OH-:31].[Na+], predict the reaction product.